This data is from Reaction yield outcomes from USPTO patents with 853,638 reactions. The task is: Predict the reaction yield, written as a fraction of the theoretical maximum amount of product (1.0 means a 100% yield; for example, 0.34 means a 34% yield). (1) The catalyst is CN(C)C(=O)C.C1C=CC([P]([Pd]([P](C2C=CC=CC=2)(C2C=CC=CC=2)C2C=CC=CC=2)([P](C2C=CC=CC=2)(C2C=CC=CC=2)C2C=CC=CC=2)[P](C2C=CC=CC=2)(C2C=CC=CC=2)C2C=CC=CC=2)(C2C=CC=CC=2)C2C=CC=CC=2)=CC=1. The yield is 0.860. The reactants are Cl[C:2]1[C:3]([N:8]2[CH2:13][CH2:12][N:11]([CH2:14][C:15]3[CH:16]=[N:17][N:18]([CH3:21])[C:19]=3[CH3:20])[CH2:10][CH2:9]2)=[N:4][CH:5]=[CH:6][N:7]=1.[OH:22][C:23]1[CH:28]=[CH:27][C:26](B(O)O)=[CH:25][CH:24]=1.C(=O)([O-])[O-].[K+].[K+].O. The product is [CH3:21][N:18]1[C:19]([CH3:20])=[C:15]([CH2:14][N:11]2[CH2:12][CH2:13][N:8]([C:3]3[C:2]([C:26]4[CH:27]=[CH:28][C:23]([OH:22])=[CH:24][CH:25]=4)=[N:7][CH:6]=[CH:5][N:4]=3)[CH2:9][CH2:10]2)[CH:16]=[N:17]1. (2) The reactants are [CH2:1]([O:8][C:9]([NH:11][C@@H:12]([CH2:17][OH:18])[CH2:13][C:14]([OH:16])=O)=[O:10])[C:2]1[CH:7]=[CH:6][CH:5]=[CH:4][CH:3]=1.C1(C)C=CC(S(O)(=O)=O)=CC=1. The catalyst is C1(C)C=CC=CC=1. The product is [O:16]=[C:14]1[O:18][CH2:17][C@H:12]([NH:11][C:9](=[O:10])[O:8][CH2:1][C:2]2[CH:3]=[CH:4][CH:5]=[CH:6][CH:7]=2)[CH2:13]1. The yield is 0.830. (3) The yield is 0.510. The product is [Cl:11][C:4]1[N:3]=[C:2]([NH:23][CH2:22][C:12]2[C:21]3[C:16](=[CH:17][CH:18]=[CH:19][CH:20]=3)[CH:15]=[CH:14][CH:13]=2)[C:7]([N+:8]([O-:10])=[O:9])=[CH:6][CH:5]=1. The reactants are Cl[C:2]1[C:7]([N+:8]([O-:10])=[O:9])=[CH:6][CH:5]=[C:4]([Cl:11])[N:3]=1.[C:12]1([CH2:22][NH2:23])[C:21]2[C:16](=[CH:17][CH:18]=[CH:19][CH:20]=2)[CH:15]=[CH:14][CH:13]=1.C([O-])([O-])=O.[K+].[K+].O. The catalyst is CN(C=O)C. (4) The reactants are Cl.[CH3:2][N:3]([CH3:10])[CH:4]1[CH2:9][CH2:8][CH2:7][NH:6][CH2:5]1.C([O-])([O-])=O.[K+].[K+].F[C:18]1[CH:23]=[CH:22][C:21]([N+:24]([O-:26])=[O:25])=[CH:20][CH:19]=1. The catalyst is CN(C=O)C. The product is [CH3:2][N:3]([CH3:10])[CH:4]1[CH2:9][CH2:8][CH2:7][N:6]([C:18]2[CH:23]=[CH:22][C:21]([N+:24]([O-:26])=[O:25])=[CH:20][CH:19]=2)[CH2:5]1. The yield is 0.280. (5) The reactants are [C:1]([O:5][C:6]([N:8]1[CH2:13][CH2:12][CH:11]([O:14][C:15]2[C:20]([N+:21]([O-])=O)=[C:19]([NH:24][C:25]3[CH:30]=[CH:29][C:28]([S:31]([CH3:34])(=[O:33])=[O:32])=[CH:27][CH:26]=3)[N:18]=[CH:17][N:16]=2)[CH2:10][CH2:9]1)=[O:7])([CH3:4])([CH3:3])[CH3:2]. The catalyst is C(OCC)(=O)C.[Pd]. The product is [C:1]([O:5][C:6]([N:8]1[CH2:13][CH2:12][CH:11]([O:14][C:15]2[C:20]([NH2:21])=[C:19]([NH:24][C:25]3[CH:26]=[CH:27][C:28]([S:31]([CH3:34])(=[O:33])=[O:32])=[CH:29][CH:30]=3)[N:18]=[CH:17][N:16]=2)[CH2:10][CH2:9]1)=[O:7])([CH3:4])([CH3:3])[CH3:2]. The yield is 0.890. (6) The reactants are [CH2:1]([O:3][C:4]1[CH:5]=[C:6]([CH:12]([NH2:18])[CH2:13][S:14]([CH3:17])(=[O:16])=[O:15])[CH:7]=[CH:8][C:9]=1[O:10][CH3:11])[CH3:2].[C:19]([NH:22][C@H:23]([C:28]([OH:30])=[O:29])[CH2:24][CH:25]([CH3:27])[CH3:26])(=[O:21])[CH3:20]. The catalyst is CO. The product is [C:19]([NH:22][C@H:23]([C:28]([OH:30])=[O:29])[CH2:24][CH:25]([CH3:26])[CH3:27])(=[O:21])[CH3:20].[CH2:1]([O:3][C:4]1[CH:5]=[C:6]([C@H:12]([NH2:18])[CH2:13][S:14]([CH3:17])(=[O:16])=[O:15])[CH:7]=[CH:8][C:9]=1[O:10][CH3:11])[CH3:2]. The yield is 0.900. (7) The reactants are [H-].[Na+].[OH:3][CH2:4][CH:5]([CH2:7][OH:8])[OH:6].[CH3:9][C:10]([CH2:25][CH2:26][CH2:27][CH:28]([CH3:40])[CH2:29][CH2:30][CH2:31][CH:32]([CH3:39])[CH2:33][CH2:34][CH2:35][CH:36]([CH3:38])[CH3:37])=[CH:11][CH2:12][CH2:13]OS(C1C=CC(C)=CC=1)(=O)=O.O. The catalyst is CN(C)C=O. The product is [CH3:9][C:10]([CH2:25][CH2:26][CH2:27][CH:28]([CH3:40])[CH2:29][CH2:30][CH2:31][CH:32]([CH3:39])[CH2:33][CH2:34][CH2:35][CH:36]([CH3:38])[CH3:37])=[CH:11][CH2:12][CH2:13][O:3][CH2:4][CH:5]([CH2:7][OH:8])[OH:6]. The yield is 0.0400.